Dataset: Peptide-MHC class II binding affinity with 134,281 pairs from IEDB. Task: Regression. Given a peptide amino acid sequence and an MHC pseudo amino acid sequence, predict their binding affinity value. This is MHC class II binding data. (1) The peptide sequence is TLWQRPIVTIKIGGQLKEAL. The MHC is DRB1_0301 with pseudo-sequence DRB1_0301. The binding affinity (normalized) is 0.199. (2) The peptide sequence is ELRKTYNLLDAVSRH. The MHC is HLA-DPA10103-DPB10301 with pseudo-sequence HLA-DPA10103-DPB10301. The binding affinity (normalized) is 0.307. (3) The peptide sequence is GKANRGKMDVSGVQA. The MHC is HLA-DPA10201-DPB10501 with pseudo-sequence HLA-DPA10201-DPB10501. The binding affinity (normalized) is 0. (4) The peptide sequence is LIWVGINTRNMTMSM. The MHC is DRB4_0101 with pseudo-sequence DRB4_0103. The binding affinity (normalized) is 0.562.